From a dataset of Peptide-MHC class II binding affinity with 134,281 pairs from IEDB. Regression. Given a peptide amino acid sequence and an MHC pseudo amino acid sequence, predict their binding affinity value. This is MHC class II binding data. (1) The peptide sequence is EDLVRAYHAMSSTHE. The MHC is DRB3_0202 with pseudo-sequence DRB3_0202. The binding affinity (normalized) is 0.267. (2) The binding affinity (normalized) is 0.239. The peptide sequence is AAEQLWVTVYYGVPVWK. The MHC is H-2-IAb with pseudo-sequence H-2-IAb. (3) The peptide sequence is GAGVMVEGVFHTLWHTTK. The MHC is DRB5_0101 with pseudo-sequence DRB5_0101. The binding affinity (normalized) is 0.431. (4) The peptide sequence is IVALIIAIVVWTIV. The MHC is HLA-DQA10201-DQB10202 with pseudo-sequence HLA-DQA10201-DQB10202. The binding affinity (normalized) is 0. (5) The peptide sequence is STGEAHLAEENEGDN. The MHC is DRB1_0301 with pseudo-sequence DRB1_0301. The binding affinity (normalized) is 0. (6) The peptide sequence is NMNIKLKMPLYVAGH. The MHC is HLA-DQA10401-DQB10402 with pseudo-sequence HLA-DQA10401-DQB10402. The binding affinity (normalized) is 0.0540. (7) The peptide sequence is AKNGTVMDVISRRDQ. The MHC is DRB1_0301 with pseudo-sequence DRB1_0301. The binding affinity (normalized) is 0.517. (8) The binding affinity (normalized) is 0.571. The peptide sequence is FPAIFSAEVLQATVD. The MHC is DRB1_0101 with pseudo-sequence DRB1_0101.